This data is from Reaction yield outcomes from USPTO patents with 853,638 reactions. The task is: Predict the reaction yield, written as a fraction of the theoretical maximum amount of product (1.0 means a 100% yield; for example, 0.34 means a 34% yield). (1) The reactants are Cl[C:2]1[C:3]2[CH:14]=[C:13]([C:15]3[CH:20]=[CH:19][CH:18]=[CH:17][CH:16]=3)[CH:12]=[CH:11][C:4]=2[N:5]([CH3:10])[C:6](=[O:9])[CH2:7][N:8]=1.C(C1C=C(B(O)O)C=CC=1)=O.[CH3:32][O:33][C:34]1[CH:39]=[CH:38][CH:37]=[CH:36][C:35]=1B(O)O. No catalyst specified. The product is [CH3:32][O:33][C:34]1[CH:39]=[CH:38][CH:37]=[CH:36][C:35]=1[C:2]1[C:3]2[CH:14]=[C:13]([C:15]3[CH:20]=[CH:19][CH:18]=[CH:17][CH:16]=3)[CH:12]=[CH:11][C:4]=2[N:5]([CH3:10])[C:6](=[O:9])[CH2:7][N:8]=1. The yield is 0.580. (2) The reactants are [Cl:1][C:2]1[CH:3]=[C:4]([N:8]2[CH2:13][CH2:12][CH:11]([C:14]([OH:16])=O)[CH2:10][CH2:9]2)[CH:5]=[CH:6][CH:7]=1.[OH:17][C@H:18]1[CH2:27][C:26]2[C:25]([NH2:28])=[CH:24][CH:23]=[CH:22][C:21]=2[CH2:20][CH2:19]1.ON1C2C=CC=CC=2N=N1.Cl.CN(C)CCCN=C=NCC. The catalyst is CN(C)C=O.C(OCC)(=O)C. The product is [Cl:1][C:2]1[CH:3]=[C:4]([N:8]2[CH2:9][CH2:10][CH:11]([C:14]([NH:28][C:25]3[C:26]4[CH2:27][C@H:18]([OH:17])[CH2:19][CH2:20][C:21]=4[CH:22]=[CH:23][CH:24]=3)=[O:16])[CH2:12][CH2:13]2)[CH:5]=[CH:6][CH:7]=1. The yield is 0.330. (3) The reactants are [CH2:1]([N:8]1[C:14](=[O:15])[CH:13]2[N:16](CC3C=CC=CC=3)[CH:10]([CH2:11][CH2:12]2)[C:9]1=[O:24])[C:2]1[CH:7]=[CH:6][CH:5]=[CH:4][CH:3]=1.Cl. The catalyst is CO.[Pd]. The product is [CH2:1]([N:8]1[C:9](=[O:24])[CH:10]2[NH:16][CH:13]([CH2:12][CH2:11]2)[C:14]1=[O:15])[C:2]1[CH:3]=[CH:4][CH:5]=[CH:6][CH:7]=1. The yield is 0.800. (4) The product is [F:32][C:26]1[CH:27]=[CH:28][CH:29]=[C:30]([F:31])[C:25]=1[C:24]([NH:23][C:21]1[CH:22]=[C:17]([C:9]2[C:8]([C:6]3[CH:5]=[CH:4][N:3]=[C:2]([NH:35][C:36]4[CH:45]=[C:44]5[C:39]([CH2:40][CH2:41][N:42]([C:46](=[O:51])[C:47]([F:50])([F:48])[F:49])[CH2:43]5)=[CH:38][CH:37]=4)[N:7]=3)=[C:12]3[CH:13]=[CH:14][CH:15]=[CH:16][N:11]3[N:10]=2)[CH:18]=[CH:19][C:20]=1[F:34])=[O:33]. The reactants are Cl[C:2]1[N:7]=[C:6]([C:8]2[C:9]([C:17]3[CH:18]=[CH:19][C:20]([F:34])=[C:21]([NH:23][C:24](=[O:33])[C:25]4[C:30]([F:31])=[CH:29][CH:28]=[CH:27][C:26]=4[F:32])[CH:22]=3)=[N:10][N:11]3[CH:16]=[CH:15][CH:14]=[CH:13][C:12]=23)[CH:5]=[CH:4][N:3]=1.[NH2:35][C:36]1[CH:45]=[C:44]2[CH:39]([CH2:40][CH2:41][N:42]([C:46](=[O:51])[C:47]([F:50])([F:49])[F:48])[CH2:43]2)[CH2:38][CH:37]=1.Cl. The yield is 0.470. The catalyst is O1CCOCC1.CC(O)C. (5) The reactants are [NH2:1][C:2]1[CH:3]=[C:4]([CH2:8][OH:9])[CH:5]=[CH:6][CH:7]=1.C(N(CC)CC)C.[C:17](OC(=O)C)(=[O:19])[CH3:18]. The catalyst is O1CCCC1. The product is [OH:9][CH2:8][C:4]1[CH:3]=[C:2]([NH:1][C:17](=[O:19])[CH3:18])[CH:7]=[CH:6][CH:5]=1. The yield is 0.740. (6) The reactants are Br[CH2:2][C:3]([C:5]1[CH:10]=CN=C(Cl)N=1)=O.[O:12]=[C:13]1[CH2:18][C:17](=O)[CH2:16][CH2:15][N:14]1C(OC(C)(C)C)=O.C([O-])(=O)C.[NH4+]. The catalyst is C(O)C. The product is [CH:15]1[C:16]2[CH2:10][CH2:5][CH2:3][CH2:2][C:17]=2[CH:18]=[C:13]([OH:12])[N:14]=1. The yield is 0.210. (7) The reactants are CC1C=CC(S(O[CH2:12][C:13]2([C:16]([F:19])([F:18])[F:17])[CH2:15][CH2:14]2)(=O)=O)=CC=1.[C-:20]#[N:21].[K+].O. The catalyst is CN(C=O)C. The product is [F:19][C:16]([F:17])([F:18])[C:13]1([CH2:12][C:20]#[N:21])[CH2:14][CH2:15]1. The yield is 0.390.